Regression. Given two drug SMILES strings and cell line genomic features, predict the synergy score measuring deviation from expected non-interaction effect. From a dataset of NCI-60 drug combinations with 297,098 pairs across 59 cell lines. (1) Drug 1: C1C(C(OC1N2C=C(C(=O)NC2=O)F)CO)O. Drug 2: CC1CCC2CC(C(=CC=CC=CC(CC(C(=O)C(C(C(=CC(C(=O)CC(OC(=O)C3CCCCN3C(=O)C(=O)C1(O2)O)C(C)CC4CCC(C(C4)OC)OCCO)C)C)O)OC)C)C)C)OC. Cell line: MDA-MB-435. Synergy scores: CSS=0.788, Synergy_ZIP=-3.37, Synergy_Bliss=-4.47, Synergy_Loewe=-5.67, Synergy_HSA=-3.70. (2) Drug 1: C1CCC(CC1)NC(=O)N(CCCl)N=O. Drug 2: C1=NC2=C(N1)C(=S)N=C(N2)N. Cell line: UACC62. Synergy scores: CSS=36.1, Synergy_ZIP=-6.31, Synergy_Bliss=-0.865, Synergy_Loewe=-0.592, Synergy_HSA=3.12.